Dataset: Full USPTO retrosynthesis dataset with 1.9M reactions from patents (1976-2016). Task: Predict the reactants needed to synthesize the given product. (1) Given the product [O:12]=[C:9]1[NH:8][C:7]2[CH:13]=[C:3]([CH:2]=[O:1])[CH:4]=[CH:5][C:6]=2[S:11][CH2:10]1, predict the reactants needed to synthesize it. The reactants are: [OH:1][CH2:2][C:3]1[CH:4]=[CH:5][C:6]2[S:11][CH2:10][C:9](=[O:12])[NH:8][C:7]=2[CH:13]=1.O=C1NC2C=C(C(O)=O)C=CC=2SC1.CCN(CC)CC.C(OC(Cl)=O)C(C)C.[BH4-].[Na+].Cl. (2) Given the product [F:1][C:2]1[CH:34]=[C:33]([F:35])[CH:32]=[CH:31][C:3]=1[CH2:4][N:5]([CH2:16][C:17]1[CH:30]=[CH:29][C:20]([O:21][C:22]2[CH:23]=[C:24]([CH:25]=[CH:26][CH:27]=2)[O:28][CH2:37][CH2:38][CH2:39][CH2:40][C:41]([O:43][CH2:44][CH3:45])=[O:42])=[CH:19][CH:18]=1)[C:6]1[CH:11]=[CH:10][CH:9]=[C:8]([N+:12]([O-:14])=[O:13])[C:7]=1[CH3:15], predict the reactants needed to synthesize it. The reactants are: [F:1][C:2]1[CH:34]=[C:33]([F:35])[CH:32]=[CH:31][C:3]=1[CH2:4][N:5]([CH2:16][C:17]1[CH:30]=[CH:29][C:20]([O:21][C:22]2[CH:23]=[C:24]([OH:28])[CH:25]=[CH:26][CH:27]=2)=[CH:19][CH:18]=1)[C:6]1[CH:11]=[CH:10][CH:9]=[C:8]([N+:12]([O-:14])=[O:13])[C:7]=1[CH3:15].Br[CH2:37][CH2:38][CH2:39][CH2:40][C:41]([O:43][CH2:44][CH3:45])=[O:42]. (3) The reactants are: [CH:1]([C:3]1[C:4]([NH:9]C(=O)C(C)(C)C)=[N:5][CH:6]=[CH:7][CH:8]=1)=O.[C:16]([O:24][CH2:25][CH3:26])(=[O:23])[CH2:17][C:18]([O:20]CC)=O.N1CCCC1. Given the product [O:20]=[C:18]1[C:17]([C:16]([O:24][CH2:25][CH3:26])=[O:23])=[CH:1][C:3]2[C:4](=[N:5][CH:6]=[CH:7][CH:8]=2)[NH:9]1, predict the reactants needed to synthesize it. (4) The reactants are: [C:1]([O:5][C:6]([NH:8][CH2:9][CH2:10][CH2:11][C:12]([OH:14])=[O:13])=[O:7])([CH3:4])([CH3:3])[CH3:2].O[N:16]1[C:20](=[O:21])[CH2:19][CH2:18][C:17]1=[O:22].CN(C=O)C.Cl.CN(C)CCCN=C=NCC. Given the product [C:1]([O:5][C:6]([NH:8][CH2:9][CH2:10][CH2:11][C:12]([O:14][N:16]1[C:20](=[O:21])[CH2:19][CH2:18][C:17]1=[O:22])=[O:13])=[O:7])([CH3:4])([CH3:2])[CH3:3], predict the reactants needed to synthesize it. (5) Given the product [C:37]([C:33]1[CH:32]=[C:31]([CH:36]=[CH:35][CH:34]=1)[CH2:30][N:8]([C:5]1[CH:4]=[CH:3][C:2]([NH:1][C:49]([CH:46]2[CH2:48][CH2:47]2)=[O:50])=[CH:7][CH:6]=1)[CH:9]1[CH2:14][CH2:13][N:12]([CH:15]([CH3:29])[CH2:16][CH2:17][NH:18][C:19]([C:21]2[C:26]([CH3:27])=[N:25][CH:24]=[N:23][C:22]=2[CH3:28])=[O:20])[CH2:11][CH2:10]1)#[N:38], predict the reactants needed to synthesize it. The reactants are: [NH2:1][C:2]1[CH:7]=[CH:6][C:5]([N:8]([CH2:30][C:31]2[CH:36]=[CH:35][CH:34]=[C:33]([C:37]#[N:38])[CH:32]=2)[CH:9]2[CH2:14][CH2:13][N:12]([CH:15]([CH3:29])[CH2:16][CH2:17][NH:18][C:19]([C:21]3[C:22]([CH3:28])=[N:23][CH:24]=[N:25][C:26]=3[CH3:27])=[O:20])[CH2:11][CH2:10]2)=[CH:4][CH:3]=1.CCN(CC)CC.[CH:46]1([C:49](Cl)=[O:50])[CH2:48][CH2:47]1. (6) The reactants are: [Si:1]([O:8][C@@H:9]1[CH2:14][CH2:13][N:12]([C:15]2[CH:20]=[CH:19][N:18]=[CH:17][C:16]=2[N+:21]([O-])=O)[CH2:11][C@H:10]1[NH:24][C:25](=[O:31])[O:26][C:27]([CH3:30])([CH3:29])[CH3:28])([C:4]([CH3:7])([CH3:6])[CH3:5])([CH3:3])[CH3:2]. Given the product [NH2:21][C:16]1[CH:17]=[N:18][CH:19]=[CH:20][C:15]=1[N:12]1[CH2:13][CH2:14][C@@H:9]([O:8][Si:1]([C:4]([CH3:7])([CH3:6])[CH3:5])([CH3:3])[CH3:2])[C@H:10]([NH:24][C:25](=[O:31])[O:26][C:27]([CH3:30])([CH3:29])[CH3:28])[CH2:11]1, predict the reactants needed to synthesize it. (7) Given the product [F:43][C:32]1[C:33]([F:42])=[C:34]([C:37]2[O:38][CH:39]=[CH:40][N:41]=2)[CH:35]=[CH:36][C:31]=1[CH2:30][N:9]([C@@H:4]1[CH2:5][CH2:6][CH2:7][CH2:8][C@H:3]1[CH2:2][OH:1])[S:10]([C:13]1[CH:14]=[N:15][C:16]([C:19]([F:22])([F:21])[F:20])=[CH:17][CH:18]=1)(=[O:12])=[O:11], predict the reactants needed to synthesize it. The reactants are: [OH:1][CH2:2][C@@H:3]1[CH2:8][CH2:7][CH2:6][CH2:5][C@H:4]1[NH:9][S:10]([C:13]1[CH:14]=[N:15][C:16]([C:19]([F:22])([F:21])[F:20])=[CH:17][CH:18]=1)(=[O:12])=[O:11].C(=O)([O-])[O-].[Cs+].[Cs+].Br[CH2:30][C:31]1[CH:36]=[CH:35][C:34]([C:37]2[O:38][CH:39]=[CH:40][N:41]=2)=[C:33]([F:42])[C:32]=1[F:43].ClC1C=CC(S(N(CC2C=CC(C3OC=CN=3)=C(F)C=2F)[C@@H]2CCCC[C@H]2CO)(=O)=O)=CC=1.